Dataset: Full USPTO retrosynthesis dataset with 1.9M reactions from patents (1976-2016). Task: Predict the reactants needed to synthesize the given product. (1) Given the product [F:12][C:10]1[CH:9]=[C:8]([F:13])[CH:7]=[C:6]2[C:11]=1[C:2]([NH:34][C:30]1[CH:31]=[N:32][CH:33]=[C:28]([N:25]3[CH2:26][CH2:27][O:22][CH2:23][CH2:24]3)[CH:29]=1)=[C:3]([CH3:21])[C:4]([N:14]1[CH2:19][CH2:18][CH2:17][C:15]1=[O:20])=[N:5]2, predict the reactants needed to synthesize it. The reactants are: Br[C:2]1[C:11]2[C:6](=[CH:7][C:8]([F:13])=[CH:9][C:10]=2[F:12])[N:5]=[C:4]([N:14]2[CH2:19][CH2:18][CH2:17]C[C:15]2=[O:20])[C:3]=1[CH3:21].[O:22]1[CH2:27][CH2:26][N:25]([C:28]2[CH:29]=[C:30]([NH2:34])[CH:31]=[N:32][CH:33]=2)[CH2:24][CH2:23]1. (2) Given the product [Br:3][C:4]1[N:9]=[C:8]([NH:10][C:11]([NH:19][CH2:18][C:17]2[CH:20]=[CH:21][CH:22]=[CH:23][C:16]=2[O:15][CH3:14])=[NH:13])[CH:7]=[CH:6][CH:5]=1, predict the reactants needed to synthesize it. The reactants are: CI.[Br:3][C:4]1[N:9]=[C:8]([NH:10][C:11]([NH2:13])=S)[CH:7]=[CH:6][CH:5]=1.[CH3:14][O:15][C:16]1[CH:23]=[CH:22][CH:21]=[CH:20][C:17]=1[CH2:18][NH2:19].ClCCl.CCCCC. (3) The reactants are: Cl.[CH2:2]([O:9][C:10](=[O:16])[C@H:11]1[CH2:15][CH2:14][CH2:13][NH:12]1)[C:3]1[CH:8]=[CH:7][CH:6]=[CH:5][CH:4]=1.C(N(CC)CC)C.[C:24](Cl)(=[O:27])[CH:25]=[CH2:26]. Given the product [CH2:2]([O:9][C:10]([C@H:11]1[CH2:15][CH2:14][CH2:13][N:12]1[C:24](=[O:27])[CH:25]=[CH2:26])=[O:16])[C:3]1[CH:4]=[CH:5][CH:6]=[CH:7][CH:8]=1, predict the reactants needed to synthesize it.